Dataset: Full USPTO retrosynthesis dataset with 1.9M reactions from patents (1976-2016). Task: Predict the reactants needed to synthesize the given product. (1) Given the product [NH2:40][C@@H:29]([CH2:30][C:31]1[C:39]2[C:34](=[CH:35][CH:36]=[CH:37][CH:38]=2)[NH:33][CH:32]=1)[C:28]([N:25]1[CH2:24][CH2:23][CH:22]([N:13]2[N:12]=[C:11]([C:5]3[CH:6]=[CH:7][C:8]([O:9][CH3:10])=[C:3]([O:2][CH3:1])[CH:4]=3)[C@@H:20]3[C@@H:15]([CH2:16][CH2:17][CH2:18][CH2:19]3)[C:14]2=[O:21])[CH2:27][CH2:26]1)=[O:48], predict the reactants needed to synthesize it. The reactants are: [CH3:1][O:2][C:3]1[CH:4]=[C:5]([C:11]2[C@@H:20]3[C@@H:15]([CH2:16][CH2:17][CH2:18][CH2:19]3)[C:14](=[O:21])[N:13]([CH:22]3[CH2:27][CH2:26][N:25]([C:28](=[O:48])[C@@H:29]([NH:40]C(=O)OC(C)(C)C)[CH2:30][C:31]4[C:39]5[C:34](=[CH:35][CH:36]=[CH:37][CH:38]=5)[NH:33][CH:32]=4)[CH2:24][CH2:23]3)[N:12]=2)[CH:6]=[CH:7][C:8]=1[O:9][CH3:10].C(=O)(O)[O-].[Na+]. (2) Given the product [CH3:1][C:2]1[CH:31]=[CH:30][CH:29]=[C:28]([CH3:32])[C:3]=1[CH2:4][NH:5][C:6]1[CH:7]=[C:8]2[C:13](=[CH:14][C:15]=1[F:16])[N:12]=[C:11]([N:17]1[CH:21]=[C:20]([C:22]([OH:24])=[O:23])[CH:19]=[N:18]1)[N:10]=[C:9]2[N:34]([CH2:35][CH3:36])[CH3:33], predict the reactants needed to synthesize it. The reactants are: [CH3:1][C:2]1[CH:31]=[CH:30][CH:29]=[C:28]([CH3:32])[C:3]=1[CH2:4][NH:5][C:6]1[CH:7]=[C:8]2[C:13](=[CH:14][C:15]=1[F:16])[N:12]=[C:11]([N:17]1[CH:21]=[C:20]([C:22]([O:24]CC)=[O:23])[CH:19]=[N:18]1)[NH:10][C:9]2=O.[CH3:33][NH:34][CH2:35][CH3:36]. (3) Given the product [Cl:1][C:2]1[CH:3]=[CH:4][CH:5]=[C:6]2[C:10]=1[C:9](=[O:11])[N:8]([C:12]1[CH:34]=[CH:33][CH:32]=[C:14]([C:15]([N:17]3[CH2:18][CH2:19][N:41]([C:36]4[CH:37]=[CH:38][CH:39]=[CH:40][N:35]=4)[CH2:42][CH2:43]3)=[O:16])[CH:13]=1)[CH2:7]2, predict the reactants needed to synthesize it. The reactants are: [Cl:1][C:2]1[CH:3]=[CH:4][CH:5]=[C:6]2[C:10]=1[C:9](=[O:11])[N:8]([C:12]1[CH:13]=[C:14]([CH:32]=[CH:33][CH:34]=1)[C:15]([NH:17][CH2:18][CH2:19]C1CCN(C3C=CN=CC=3)CC1)=[O:16])[CH2:7]2.[N:35]1[CH:40]=[CH:39][CH:38]=[CH:37][C:36]=1[N:41]1CCN[CH2:43][CH2:42]1.ClC1C=CC=C2C=1C(=O)N(C1C=C(C=CC=1)C(O)=O)C2. (4) Given the product [S:9]1[C:8]([C:10]([Cl:15])=[O:12])=[CH:7][C:5]2[CH:6]=[CH:1][CH:2]=[CH:3][C:4]1=2, predict the reactants needed to synthesize it. The reactants are: [CH:1]1[CH:6]=[C:5]2[CH:7]=[C:8]([C:10]([OH:12])=O)[S:9][C:4]2=[CH:3][CH:2]=1.S(Cl)([Cl:15])=O.CN(C=O)C. (5) The reactants are: N1CCC[C@H]1C(O)=O.[H-].[Na+].[F:11][C:12]1[CH:17]=[CH:16][C:15]([C:18]2[CH:23]=[CH:22][N:21]=[CH:20][C:19]=2[N:24]([CH3:38])[C:25](=[O:37])[C:26]2[CH:31]=[C:30]([S:32]([CH3:35])(=[O:34])=[O:33])[CH:29]=[C:28](I)[CH:27]=2)=[C:14]([O:39][CH3:40])[CH:13]=1.CS([O-])(=O)=O.[Na+].[NH4+].[Cl-:48]. Given the product [Cl:48][C:28]1[CH:27]=[C:26]([CH:31]=[C:30]([S:32]([CH3:35])(=[O:34])=[O:33])[CH:29]=1)[C:25]([N:24]([C:19]1[CH:20]=[N:21][CH:22]=[CH:23][C:18]=1[C:15]1[CH:16]=[CH:17][C:12]([F:11])=[CH:13][C:14]=1[O:39][CH3:40])[CH3:38])=[O:37], predict the reactants needed to synthesize it. (6) Given the product [Cl:20][C:11]1[CH:12]=[C:13]([CH:18]=[CH:19][C:10]=1[NH:9][C:6](=[O:7])[CH2:5][CH2:4][CH2:3][CH2:2][Cl:1])[C:14]([O:16][CH3:17])=[O:15], predict the reactants needed to synthesize it. The reactants are: [Cl:1][CH2:2][CH2:3][CH2:4][CH2:5][C:6](Cl)=[O:7].[NH2:9][C:10]1[CH:19]=[CH:18][C:13]([C:14]([O:16][CH3:17])=[O:15])=[CH:12][C:11]=1[Cl:20].O.